From a dataset of Reaction yield outcomes from USPTO patents with 853,638 reactions. Predict the reaction yield, written as a fraction of the theoretical maximum amount of product (1.0 means a 100% yield; for example, 0.34 means a 34% yield). (1) The reactants are Cl.[CH3:2][CH:3]1[C:8](=O)[CH:7]2[CH2:10][CH2:11][N:4]1[CH2:5][CH2:6]2.Cl.[NH2:13][OH:14].O.[OH-].[Na+]. The yield is 0.960. The catalyst is CCO.N1C=CC=CC=1. The product is [CH3:2][CH:3]1[C:8](=[N:13][OH:14])[CH:7]2[CH2:10][CH2:11][N:4]1[CH2:5][CH2:6]2. (2) The reactants are [NH2:1][C:2]1[N:6]([C:7]2[CH:8]=[C:9]([CH2:13][C:14](OCC)=[O:15])[CH:10]=[CH:11][CH:12]=2)[N:5]=[C:4]([C:19]([F:22])([F:21])[F:20])[CH:3]=1.[NH4+:23].[OH-]. No catalyst specified. The product is [NH2:1][C:2]1[N:6]([C:7]2[CH:8]=[C:9]([CH2:13][C:14]([NH2:23])=[O:15])[CH:10]=[CH:11][CH:12]=2)[N:5]=[C:4]([C:19]([F:22])([F:21])[F:20])[CH:3]=1. The yield is 0.660. (3) The reactants are [Cl:1][C:2]1[CH:18]=[CH:17][C:5]([O:6][C:7]2[CH:15]=[CH:14][C:10]([C:11](O)=[O:12])=[C:9]([F:16])[CH:8]=2)=[CH:4][C:3]=1[C:19]([F:22])([F:21])[F:20].C(N(C(C)C)CC)(C)C.CCN=C=NCCCN(C)C.Cl.[CH3:44][S:45]([NH2:48])(=[O:47])=[O:46]. The catalyst is CN(C1C=CN=CC=1)C.ClCCl. The product is [Cl:1][C:2]1[CH:18]=[CH:17][C:5]([O:6][C:7]2[CH:15]=[CH:14][C:10]([C:11]([NH:48][S:45]([CH3:44])(=[O:47])=[O:46])=[O:12])=[C:9]([F:16])[CH:8]=2)=[CH:4][C:3]=1[C:19]([F:22])([F:21])[F:20]. The yield is 0.340. (4) The reactants are [CH3:1][O:2][C:3]1[CH:8]=[CH:7][CH:6]=[CH:5][C:4]=1[NH:9][C:10](=[O:15])[CH2:11][C:12]([OH:14])=O.C1C=CC2N(O)N=NC=2C=1.[F:26][C:27]1[CH:28]=[C:29]([NH2:49])[CH:30]=[CH:31][C:32]=1[O:33][C:34]1[CH:39]=[CH:38][N:37]=[C:36]2[CH:40]=[C:41]([C:43]3[N:44]([CH3:48])[CH:45]=[CH:46][N:47]=3)[S:42][C:35]=12.C(Cl)CCl.C([O-])(O)=O.[Na+]. The catalyst is CN(C=O)C. The product is [F:26][C:27]1[CH:28]=[C:29]([NH:49][C:12](=[O:14])[CH2:11][C:10]([NH:9][C:4]2[CH:5]=[CH:6][CH:7]=[CH:8][C:3]=2[O:2][CH3:1])=[O:15])[CH:30]=[CH:31][C:32]=1[O:33][C:34]1[CH:39]=[CH:38][N:37]=[C:36]2[CH:40]=[C:41]([C:43]3[N:44]([CH3:48])[CH:45]=[CH:46][N:47]=3)[S:42][C:35]=12. The yield is 0.550. (5) The reactants are O.[OH:2][CH2:3][C:4]1([CH2:17][OH:18])[C:16]2[CH:15]=[CH:14][CH:13]=[CH:12][C:11]=2[C:10]2[C:5]1=[CH:6][CH:7]=[CH:8][CH:9]=2.[CH3:19]I.[H-].[Na+]. The catalyst is C1COCC1. The product is [CH3:19][O:2][CH2:3][C:4]1([CH2:17][OH:18])[C:16]2[CH:15]=[CH:14][CH:13]=[CH:12][C:11]=2[C:10]2[C:5]1=[CH:6][CH:7]=[CH:8][CH:9]=2. The yield is 0.620.